Task: Predict the product of the given reaction.. Dataset: Forward reaction prediction with 1.9M reactions from USPTO patents (1976-2016) (1) Given the reactants [C:1]([O:5][C:6]([N:8]1[C:16]2[C:11](=[C:12]([F:17])[CH:13]=[CH:14][CH:15]=2)[CH:10]=[CH:9]1)=[O:7])([CH3:4])([CH3:3])[CH3:2].[B:18](OC(C)C)([O:23]C(C)C)[O:19]C(C)C.C(NC(C)C)(C)C.[Li].Cl, predict the reaction product. The product is: [C:1]([O:5][C:6]([N:8]1[C:16]2[C:11](=[C:12]([F:17])[CH:13]=[CH:14][CH:15]=2)[CH:10]=[C:9]1[B:18]([OH:23])[OH:19])=[O:7])([CH3:4])([CH3:2])[CH3:3]. (2) Given the reactants Br[C:2]1[CH:3]=[CH:4][C:5]([Cl:19])=[C:6]([CH:18]=1)[CH2:7][C:8]1[CH:17]=[CH:16][C:11]2[O:12][CH2:13][CH2:14][O:15][C:10]=2[CH:9]=1.C([Li])CCC.[CH2:25]([O:32][C@@H:33]1[C@@H:38]([O:39][CH2:40][C:41]2[CH:46]=[CH:45][CH:44]=[CH:43][CH:42]=2)[C@H:37]([O:47][CH2:48][C:49]2[CH:54]=[CH:53][CH:52]=[CH:51][CH:50]=2)[C@@H:36]([CH2:55][O:56][CH2:57][C:58]2[CH:63]=[CH:62][CH:61]=[CH:60][CH:59]=2)[S:35][C:34]1=[O:64])[C:26]1[CH:31]=[CH:30][CH:29]=[CH:28][CH:27]=1, predict the reaction product. The product is: [CH2:25]([O:32][C@@H:33]1[C@@H:38]([O:39][CH2:40][C:41]2[CH:46]=[CH:45][CH:44]=[CH:43][CH:42]=2)[C@H:37]([O:47][CH2:48][C:49]2[CH:50]=[CH:51][CH:52]=[CH:53][CH:54]=2)[C@@H:36]([CH2:55][O:56][CH2:57][C:58]2[CH:59]=[CH:60][CH:61]=[CH:62][CH:63]=2)[S:35][C:34]1([C:2]1[CH:3]=[CH:4][C:5]([Cl:19])=[C:6]([CH2:7][C:8]2[CH:17]=[CH:16][C:11]3[O:12][CH2:13][CH2:14][O:15][C:10]=3[CH:9]=2)[CH:18]=1)[OH:64])[C:26]1[CH:31]=[CH:30][CH:29]=[CH:28][CH:27]=1. (3) Given the reactants [CH3:1][O:2][CH2:3][CH2:4][N:5]1[CH2:10][CH2:9][N:8]([C:11]2[CH:17]=[CH:16][C:14]([NH2:15])=[CH:13][CH:12]=2)[CH2:7][CH2:6]1.[Br:18][C:19]1[N:20]=[C:21](Br)[C:22]2[N:23]([CH:25]=[CH:26][N:27]=2)[CH:24]=1.C(=O)([O-])[O-].[Cs+].[Cs+].CC1(C)C2C(=C(P(C3C=CC=CC=3)C3C=CC=CC=3)C=CC=2)OC2C(P(C3C=CC=CC=3)C3C=CC=CC=3)=CC=CC1=2, predict the reaction product. The product is: [Br:18][C:19]1[N:20]=[C:21]([NH:15][C:14]2[CH:16]=[CH:17][C:11]([N:8]3[CH2:9][CH2:10][N:5]([CH2:4][CH2:3][O:2][CH3:1])[CH2:6][CH2:7]3)=[CH:12][CH:13]=2)[C:22]2[N:23]([CH:25]=[CH:26][N:27]=2)[CH:24]=1. (4) Given the reactants Cl.C([NH:9][C:10]12[CH2:17][CH2:16][C:13]([C:18]3[C:22]4=[C:23]5[CH:29]=[CH:28][NH:27][C:24]5=[N:25][CH:26]=[C:21]4[NH:20][N:19]=3)([CH2:14][CH2:15]1)[CH2:12][CH2:11]2)C1C=CC=CC=1.C([O-])=O.[NH4+], predict the reaction product. The product is: [C:18]1([C:13]23[CH2:16][CH2:17][C:10]([NH2:9])([CH2:15][CH2:14]2)[CH2:11][CH2:12]3)[C:22]2=[C:23]3[CH:29]=[CH:28][NH:27][C:24]3=[N:25][CH:26]=[C:21]2[NH:20][N:19]=1. (5) Given the reactants [OH:1][C@H:2]1[C@H:6]([OH:7])[CH2:5][N:4]([C:8]([O:10][CH2:11][C:12]2[CH:17]=[CH:16][CH:15]=[CH:14][CH:13]=2)=[O:9])[CH2:3]1.[H-].[Na+].[CH3:20]I, predict the reaction product. The product is: [OH:1][C@H:2]1[C@H:6]([O:7][CH3:20])[CH2:5][N:4]([C:8]([O:10][CH2:11][C:12]2[CH:17]=[CH:16][CH:15]=[CH:14][CH:13]=2)=[O:9])[CH2:3]1. (6) Given the reactants [C:1]([C:3]1[CH:8]=[CH:7][C:6]([C:9]2[CH:10]=[N:11][N:12]3[CH:17]=[CH:16][C:15]([C:18]4[CH:26]=[CH:25][C:21]([C:22]([O-:24])=[O:23])=[CH:20][CH:19]=4)=[N:14][C:13]=23)=[CH:5][CH:4]=1)#[N:2].[Li+].[OH-], predict the reaction product. The product is: [C:1]([C:3]1[CH:4]=[CH:5][C:6]([C:9]2[CH:10]=[N:11][N:12]3[CH:17]=[CH:16][C:15]([C:18]4[CH:26]=[CH:25][C:21]([C:22]([OH:24])=[O:23])=[CH:20][CH:19]=4)=[N:14][C:13]=23)=[CH:7][CH:8]=1)#[N:2]. (7) Given the reactants [CH:1]([O:4][C:5]1[C:10]([N+:11]([O-])=O)=[CH:9][CH:8]=[CH:7][C:6]=1[N:14]1[CH2:19][CH2:18][N:17]([CH3:20])[CH2:16][CH2:15]1)([CH3:3])[CH3:2], predict the reaction product. The product is: [CH:1]([O:4][C:5]1[C:6]([N:14]2[CH2:19][CH2:18][N:17]([CH3:20])[CH2:16][CH2:15]2)=[CH:7][CH:8]=[CH:9][C:10]=1[NH2:11])([CH3:3])[CH3:2]. (8) Given the reactants [CH:1]([O:4][C:5]1[CH:9]=[C:8]([C:10]([O:12][CH3:13])=[O:11])[NH:7][N:6]=1)([CH3:3])[CH3:2].C(=O)([O-])[O-].[K+].[K+].CN(C)C=O.[Cl:25][C:26]1[C:27]([CH2:36]Cl)=[N:28][CH:29]=[C:30]([C:32]([F:35])([F:34])[F:33])[CH:31]=1, predict the reaction product. The product is: [Cl:25][C:26]1[C:27]([CH2:36][N:7]2[C:8]([C:10]([O:12][CH3:13])=[O:11])=[CH:9][C:5]([O:4][CH:1]([CH3:3])[CH3:2])=[N:6]2)=[N:28][CH:29]=[C:30]([C:32]([F:34])([F:33])[F:35])[CH:31]=1. (9) Given the reactants [CH:1]1([CH:7]([NH:32][CH:33]=[O:34])[CH:8]([C:25]2[CH:30]=[CH:29][CH:28]=[CH:27][C:26]=2[F:31])[CH2:9][CH2:10][N:11]2[CH2:16][CH2:15][N:14]([C:17]3[CH:22]=[CH:21][CH:20]=[CH:19][C:18]=3OC)[CH2:13][CH2:12]2)[CH2:6][CH2:5][CH2:4][CH2:3][CH2:2]1.[NH:35]1C2C=CC=C(N3CCN(CCC(C4C=CC=CC=4F)C(C4CCCCC4)=O)CC3)C=2[N:37]=[CH:36]1, predict the reaction product. The product is: [NH:35]1[C:19]2[CH:20]=[CH:21][CH:22]=[C:17]([N:14]3[CH2:15][CH2:16][N:11]([CH2:10][CH2:9][CH:8]([C:25]4[CH:30]=[CH:29][CH:28]=[CH:27][C:26]=4[F:31])[CH:7]([NH:32][CH:33]=[O:34])[CH:1]4[CH2:6][CH2:5][CH2:4][CH2:3][CH2:2]4)[CH2:12][CH2:13]3)[C:18]=2[N:37]=[CH:36]1. (10) Given the reactants [F:1][C:2]1[C:7]([S:8]([C:11]([F:14])([F:13])[F:12])(=[O:10])=[O:9])=[CH:6][CH:5]=[CH:4][C:3]=1[CH:15]1[CH2:20][CH2:19][NH:18][CH2:17][CH2:16]1.C(=O)([O-])[O-].[K+].[K+].I[CH2:28][CH3:29].Cl, predict the reaction product. The product is: [CH2:28]([N:18]1[CH2:19][CH2:20][CH:15]([C:3]2[CH:4]=[CH:5][CH:6]=[C:7]([S:8]([C:11]([F:14])([F:13])[F:12])(=[O:9])=[O:10])[C:2]=2[F:1])[CH2:16][CH2:17]1)[CH3:29].